Predict which catalyst facilitates the given reaction. From a dataset of Catalyst prediction with 721,799 reactions and 888 catalyst types from USPTO. (1) Reactant: [N:1]1([C:7]2[C:8](OS(C(F)(F)F)(=O)=O)=[N:9][C:10]3[C:15]([N:16]=2)=[CH:14][C:13]([C:17]([O:19][CH3:20])=[O:18])=[CH:12][CH:11]=3)[CH2:6][CH2:5][CH2:4][CH2:3][CH2:2]1.[NH:29]1[C:37]2[C:32](=[CH:33][C:34](B(O)O)=[CH:35][CH:36]=2)[CH:31]=[CH:30]1.[O-]P([O-])([O-])=O.[K+].[K+].[K+].O. Product: [NH:29]1[C:37]2[C:32](=[CH:33][C:34]([C:8]3[C:7]([N:1]4[CH2:6][CH2:5][CH2:4][CH2:3][CH2:2]4)=[N:16][C:15]4[C:10](=[CH:11][CH:12]=[C:13]([C:17]([O:19][CH3:20])=[O:18])[CH:14]=4)[N:9]=3)=[CH:35][CH:36]=2)[CH:31]=[CH:30]1. The catalyst class is: 77. (2) Reactant: Br[C:2]1[CH:10]=[C:9]2[C:5]([CH:6]=[N:7][N:8]2[CH:11]2[CH2:16][CH2:15][CH2:14][CH2:13][O:12]2)=[CH:4][CH:3]=1.[CH3:17][C:18]1([CH3:34])[C:22]([CH3:24])([CH3:23])[O:21][B:20]([B:20]2[O:21][C:22]([CH3:24])([CH3:23])[C:18]([CH3:34])([CH3:17])[O:19]2)[O:19]1.C1(P(C2C=CC=CC=2)C2C=CC=CC=2)C=CC=CC=1.P([O-])([O-])([O-])=O.[K+].[K+].[K+]. Product: [O:12]1[CH2:13][CH2:14][CH2:15][CH2:16][CH:11]1[N:8]1[C:9]2[C:5](=[CH:4][CH:3]=[C:2]([B:20]3[O:21][C:22]([CH3:24])([CH3:23])[C:18]([CH3:34])([CH3:17])[O:19]3)[CH:10]=2)[CH:6]=[N:7]1. The catalyst class is: 848. (3) Reactant: Cl.C([N+](CCCC)(CCCC)CCCC)CCC.C(N(CC)CC)C.Br[C:27]1[C:32]([F:33])=[CH:31][CH:30]=[CH:29][C:28]=1[N:34]([CH2:38][C:39]([CH3:41])=[CH2:40])[C:35](=[O:37])[CH3:36].O. Product: [F:33][C:32]1[CH:31]=[CH:30][CH:29]=[C:28]2[C:27]=1[C:39]([CH3:41])([CH3:40])[CH2:38][N:34]2[C:35](=[O:37])[CH3:36]. The catalyst class is: 613. (4) Product: [CH:29]1([N:28]([CH:21]2[CH2:23][CH2:24][CH2:25][CH2:26][CH2:27]2)[C:9]([NH:1][C:2]2[S:3][C:4]([CH:7]=[O:8])=[CH:5][N:6]=2)=[O:10])[CH2:30][CH2:31][CH2:32][CH2:33][CH2:34]1. Reactant: [NH2:1][C:2]1[S:3][C:4]([CH:7]=[O:8])=[CH:5][N:6]=1.[C:9](N1C=CN=C1)(N1C=CN=C1)=[O:10].[CH:21]1([NH:28][C@H:29]2[CH2:34][CH2:33][C@H:32](C)[CH2:31][CH2:30]2)[CH2:27][CH2:26][CH2:25][CH2:24][CH2:23]C1. The catalyst class is: 251. (5) Reactant: [F:1][C:2]1[CH:18]=[CH:17][C:5]([CH2:6][C:7]2[CH:8]=[CH:9][C:10]3[O:14][CH:13]=[C:12]([OH:15])[C:11]=3[CH:16]=2)=[CH:4][CH:3]=1.C[Si]([N-][Si](C)(C)C)(C)C.[Li+].C[O:30][C:31]([C:33]1[N:38]=[CH:37][CH:36]=[CH:35][N:34]=1)=O.[Cl-].[NH4+]. Product: [F:1][C:2]1[CH:18]=[CH:17][C:5]([CH2:6][C:7]2[CH:8]=[CH:9][C:10]3[O:14][C:13]([C:31]([C:33]4[N:38]=[CH:37][CH:36]=[CH:35][N:34]=4)=[O:30])=[C:12]([OH:15])[C:11]=3[CH:16]=2)=[CH:4][CH:3]=1. The catalyst class is: 1. (6) Reactant: Cl[C:2]1[N:7]=[C:6]([C:8]([O:10][CH3:11])=[O:9])[CH:5]=[CH:4][CH:3]=1.C[Si]([N-][Si](C)(C)C)(C)C.[Na+].Cl.[CH2:23]([O:27]C1N=C(C(O)=O)C=CC=1)[CH2:24][CH2:25][CH3:26].S(Cl)(Cl)=O. Product: [CH2:23]([O:27][C:2]1[N:7]=[C:6]([C:8]([O:10][CH3:11])=[O:9])[CH:5]=[CH:4][CH:3]=1)[CH2:24][CH2:25][CH3:26]. The catalyst class is: 51.